From a dataset of Forward reaction prediction with 1.9M reactions from USPTO patents (1976-2016). Predict the product of the given reaction. (1) Given the reactants Br[C:2]1[CH:3]=[C:4]([NH:9][C:10](=[O:21])[C:11]2[CH:16]=[CH:15][CH:14]=[C:13]([C:17]([F:20])([F:19])[F:18])[CH:12]=2)[CH:5]=[CH:6][C:7]=1[CH3:8].[N:22]1[CH:27]=[CH:26][CH:25]=[C:24]([C:28]2[N:33]=[C:32]([NH2:34])[CH:31]=[CH:30][N:29]=2)[CH:23]=1.C(=O)([O-])[O-].[Cs+].[Cs+].C1C=CC(P(C2C(C3C(P(C4C=CC=CC=4)C4C=CC=CC=4)=CC=C4C=3C=CC=C4)=C3C(C=CC=C3)=CC=2)C2C=CC=CC=2)=CC=1, predict the reaction product. The product is: [CH3:8][C:7]1[CH:6]=[CH:5][C:4]([NH:9][C:10](=[O:21])[C:11]2[CH:16]=[CH:15][CH:14]=[C:13]([C:17]([F:20])([F:19])[F:18])[CH:12]=2)=[CH:3][C:2]=1[NH:34][C:32]1[CH:31]=[CH:30][N:29]=[C:28]([C:24]2[CH:23]=[N:22][CH:27]=[CH:26][CH:25]=2)[N:33]=1. (2) Given the reactants [CH3:1][C@H:2]1[CH2:6][CH2:5][CH2:4][N:3]1[C:7]1[C:8](=[O:21])[NH:9][CH:10]2[CH:15]([N:16]=1)[CH:14]=[C:13]([C:17]([O:19][CH3:20])=[O:18])[CH:12]=[CH:11]2.N1C=CC=CC=1.[O:28](S(C(F)(F)F)(=O)=O)[S:29]([C:32]([F:35])([F:34])[F:33])(=O)=[O:30], predict the reaction product. The product is: [CH3:1][C@H:2]1[CH2:6][CH2:5][CH2:4][N:3]1[C:7]1[C:8]([O:21][S:29]([C:32]([F:35])([F:34])[F:33])(=[O:30])=[O:28])=[N:9][C:10]2[C:15]([N:16]=1)=[CH:14][C:13]([C:17]([O:19][CH3:20])=[O:18])=[CH:12][CH:11]=2. (3) Given the reactants [Cl:1][C:2]1[N:10]=[CH:9][N:8]=[C:7]2[C:3]=1[N:4]=[CH:5][N:6]2[C@H:11]1[C@@H:15]2[O:16][C:17]([CH3:20])([CH3:19])[O:18][C@@H:14]2[C@@H:13]([CH:21]=[CH:22][S:23]([O:26][CH2:27][CH3:28])(=[O:25])=[O:24])[O:12]1.C(O)C.[BH4-].[Na+], predict the reaction product. The product is: [Cl:1][C:2]1[N:10]=[CH:9][N:8]=[C:7]2[C:3]=1[N:4]=[CH:5][N:6]2[C@H:11]1[C@@H:15]2[O:16][C:17]([CH3:19])([CH3:20])[O:18][C@@H:14]2[C@@H:13]([CH2:21][CH2:22][S:23]([O:26][CH2:27][CH3:28])(=[O:24])=[O:25])[O:12]1. (4) Given the reactants [OH:1][C:2]([C:5]1[CH:31]=[CH:30][C:8]([C:9]([NH:11][C:12]2[CH:17]=[C:16]([N:18]3[CH2:23][CH2:22][CH:21]([C:24](O)=[O:25])[CH2:20][CH2:19]3)[N:15]3[N:27]=[CH:28][CH:29]=[C:14]3[N:13]=2)=[O:10])=[CH:7][CH:6]=1)([CH3:4])[CH3:3].[CH:32]([NH2:35])([CH3:34])[CH3:33].CCN=C=NCCCN(C)C.C1C=CC2N(O)N=NC=2C=1, predict the reaction product. The product is: [OH:1][C:2]([C:5]1[CH:6]=[CH:7][C:8]([C:9]([NH:11][C:12]2[CH:17]=[C:16]([N:18]3[CH2:19][CH2:20][CH:21]([C:24]([NH:35][CH:32]([CH3:34])[CH3:33])=[O:25])[CH2:22][CH2:23]3)[N:15]3[N:27]=[CH:28][CH:29]=[C:14]3[N:13]=2)=[O:10])=[CH:30][CH:31]=1)([CH3:4])[CH3:3]. (5) Given the reactants [CH:1]1([CH:6]([C:10]2[CH:15]=[CH:14][C:13]([CH2:16][N:17]3[C:22](=[O:23])[CH2:21][O:20][C:19]([C:24]4[CH:29]=[CH:28][CH:27]=[CH:26][CH:25]=4)=[N:18]3)=[CH:12][CH:11]=2)[C:7](Cl)=[O:8])[CH2:5][CH2:4][CH2:3][CH2:2]1.C(N(CC)CC)C.[NH2:37][C:38]1[CH:46]=[CH:45][CH:44]=[C:43]2[C:39]=1[CH2:40][CH:41]([C:47]([O:49][CH3:50])=[O:48])[CH2:42]2.O, predict the reaction product. The product is: [CH:1]1([CH:6]([C:10]2[CH:15]=[CH:14][C:13]([CH2:16][N:17]3[C:22](=[O:23])[CH2:21][O:20][C:19]([C:24]4[CH:29]=[CH:28][CH:27]=[CH:26][CH:25]=4)=[N:18]3)=[CH:12][CH:11]=2)[C:7]([NH:37][C:38]2[CH:46]=[CH:45][CH:44]=[C:43]3[C:39]=2[CH2:40][CH:41]([C:47]([O:49][CH3:50])=[O:48])[CH2:42]3)=[O:8])[CH2:5][CH2:4][CH2:3][CH2:2]1. (6) Given the reactants [C:1]1([CH2:7][O:8][C:9]2[CH:14]=[CH:13][CH:12]=[CH:11][C:10]=2[C:15]2[CH:16]=[C:17]([C:21]3[CH:26]=[CH:25][CH:24]=[CH:23][C:22]=3/[CH:27]=[CH:28]/[C:29](O)=[O:30])[CH:18]=[CH:19][CH:20]=2)[CH:6]=[CH:5][CH:4]=[CH:3][CH:2]=1.[S:32]1[CH:36]=[CH:35][CH:34]=[C:33]1[S:37]([NH-:40])(=[O:39])=[O:38].CCN=C=NCCCN(C)C.Cl, predict the reaction product. The product is: [C:1]1([CH2:7][O:8][C:9]2[CH:14]=[CH:13][CH:12]=[CH:11][C:10]=2[C:15]2[CH:16]=[C:17]([C:21]3[CH:26]=[CH:25][CH:24]=[CH:23][C:22]=3/[CH:27]=[CH:28]/[C:29]([NH:40][S:37]([C:33]3[S:32][CH:36]=[CH:35][CH:34]=3)(=[O:39])=[O:38])=[O:30])[CH:18]=[CH:19][CH:20]=2)[CH:6]=[CH:5][CH:4]=[CH:3][CH:2]=1.